Task: Predict the reaction yield, written as a fraction of the theoretical maximum amount of product (1.0 means a 100% yield; for example, 0.34 means a 34% yield).. Dataset: Reaction yield outcomes from USPTO patents with 853,638 reactions (1) The reactants are C[O:2][C:3]1[C:4]([CH3:32])=[C:5]([C:23]([O:30]C)=[C:24]([O:28][CH3:29])[C:25]=1[O:26][CH3:27])[CH2:6][C:7]1[CH:8]=[CH:9][C:10]([O:16][C:17]2[CH:22]=[CH:21][CH:20]=[CH:19][CH:18]=2)=[C:11]([CH:15]=1)[C:12]([OH:14])=[O:13].O=[N+]([O-])[O-].[O-][N+](=O)[O-].[O-][N+](=O)[O-].[O-][N+](=O)[O-].[O-][N+](=O)[O-].[O-][N+](=O)[O-].[Ce+4].[NH4+].[NH4+]. The catalyst is C(#N)C.O. The product is [CH3:27][O:26][C:25]1[C:3](=[O:2])[C:4]([CH3:32])=[C:5]([CH2:6][C:7]2[CH:8]=[CH:9][C:10]([O:16][C:17]3[CH:22]=[CH:21][CH:20]=[CH:19][CH:18]=3)=[C:11]([CH:15]=2)[C:12]([OH:14])=[O:13])[C:23](=[O:30])[C:24]=1[O:28][CH3:29]. The yield is 0.490. (2) The reactants are [NH:1]1[C:9]2[C:4](=[CH:5][C:6]([C:10]3[C:19]([N:20]4[CH2:25][CH2:24][CH2:23][CH2:22][CH2:21]4)=[N:18][C:17]4[C:12](=[CH:13][CH:14]=[C:15]([C:26]([O:28]C)=[O:27])[CH:16]=4)[N:11]=3)=[CH:7][CH:8]=2)[CH:3]=[CH:2]1.[OH-].[Na+].O. The catalyst is CO. The product is [NH:1]1[C:9]2[C:4](=[CH:5][C:6]([C:10]3[C:19]([N:20]4[CH2:21][CH2:22][CH2:23][CH2:24][CH2:25]4)=[N:18][C:17]4[C:12](=[CH:13][CH:14]=[C:15]([C:26]([OH:28])=[O:27])[CH:16]=4)[N:11]=3)=[CH:7][CH:8]=2)[CH:3]=[CH:2]1. The yield is 0.760. (3) The reactants are Cl[CH2:2][C:3]1[CH:4]=[CH:5][C:6]2[N:10]=[CH:9][N:8]([C:11]3[S:15][C:14]([C:16]([O:18][CH3:19])=[O:17])=[C:13]([O:20][C@@H:21]([C:23]4[CH:28]=[CH:27][CH:26]=[CH:25][C:24]=4[C:29]([F:32])([F:31])[F:30])[CH3:22])[CH:12]=3)[C:7]=2[CH:33]=1.[Na+].[CH3:35][S:36]([O-])(=[O:38])=[O:37]. The catalyst is C(O)C. The product is [CH3:35][S:36]([CH2:2][C:3]1[CH:4]=[CH:5][C:6]2[N:10]=[CH:9][N:8]([C:11]3[S:15][C:14]([C:16]([O:18][CH3:19])=[O:17])=[C:13]([O:20][C@@H:21]([C:23]4[CH:28]=[CH:27][CH:26]=[CH:25][C:24]=4[C:29]([F:32])([F:31])[F:30])[CH3:22])[CH:12]=3)[C:7]=2[CH:33]=1)(=[O:38])=[O:37]. The yield is 0.920. (4) The reactants are C1(P(C2C=CC=CC=2)C2C=CC=CC=2)C=CC=CC=1.N(C(OC(C)C)=O)=NC(OC(C)C)=O.[C:34]([OH:42])(=[O:41])[C:35]1[CH:40]=[CH:39][CH:38]=[CH:37][CH:36]=1.[CH2:43]([O:50][C:51]([N:53]1[CH2:57][CH:56]2[CH:58](O)[CH:59]([F:61])[CH2:60][CH:55]2[CH2:54]1)=[O:52])[C:44]1[CH:49]=[CH:48][CH:47]=[CH:46][CH:45]=1. The catalyst is O1CCCC1. The product is [CH2:43]([O:50][C:51]([N:53]1[CH2:57][CH:56]2[CH:58]([O:41][C:34](=[O:42])[C:35]3[CH:40]=[CH:39][CH:38]=[CH:37][CH:36]=3)[CH:59]([F:61])[CH2:60][CH:55]2[CH2:54]1)=[O:52])[C:44]1[CH:45]=[CH:46][CH:47]=[CH:48][CH:49]=1. The yield is 1.00.